Dataset: Forward reaction prediction with 1.9M reactions from USPTO patents (1976-2016). Task: Predict the product of the given reaction. (1) Given the reactants [BH4-].[Li+].[I:3][C:4]1[CH:9]=[CH:8][C:7]([C:10]([C:15]2[CH:33]=[CH:32][C:18]([O:19][C:20]([C:26]3[CH:31]=[CH:30][CH:29]=[CH:28][N:27]=3)([CH3:25])[C:21](OC)=[O:22])=[CH:17][CH:16]=2)([CH3:14])[CH:11]([CH3:13])[CH3:12])=[CH:6][CH:5]=1, predict the reaction product. The product is: [I:3][C:4]1[CH:5]=[CH:6][C:7]([C:10]([C:15]2[CH:16]=[CH:17][C:18]([O:19][C:20]([C:26]3[CH:31]=[CH:30][CH:29]=[CH:28][N:27]=3)([CH3:25])[CH2:21][OH:22])=[CH:32][CH:33]=2)([CH3:14])[CH:11]([CH3:13])[CH3:12])=[CH:8][CH:9]=1. (2) The product is: [CH2:17]([O:10][C:5]1[CH:4]=[CH:3][C:2]([F:1])=[CH:9][C:6]=1[CH:7]=[O:8])[C:18]1[CH:23]=[CH:22][CH:21]=[CH:20][CH:19]=1. Given the reactants [F:1][C:2]1[CH:3]=[CH:4][C:5]([OH:10])=[C:6]([CH:9]=1)[CH:7]=[O:8].C(=O)([O-])[O-].[K+].[K+].[CH2:17](Br)[C:18]1[CH:23]=[CH:22][CH:21]=[CH:20][CH:19]=1.O, predict the reaction product. (3) Given the reactants [C:1]([C:5]1[O:9][N:8]=[C:7]([NH:10][C:11]2[CH:16]=[CH:15][N:14]=[C:13](Cl)[N:12]=2)[CH:6]=1)([CH3:4])([CH3:3])[CH3:2].[CH3:18][C:19]1[CH:25]=[C:24]([O:26][CH3:27])[C:23]([O:28][CH3:29])=[CH:22][C:20]=1[NH2:21].C([O-])(O)=O.[Na+].O, predict the reaction product. The product is: [C:1]([C:5]1[O:9][N:8]=[C:7]([NH:10][C:11]2[CH:16]=[CH:15][N:14]=[C:13]([NH:21][C:20]3[CH:22]=[C:23]([O:28][CH3:29])[C:24]([O:26][CH3:27])=[CH:25][C:19]=3[CH3:18])[N:12]=2)[CH:6]=1)([CH3:4])([CH3:3])[CH3:2].